Task: Binary Classification. Given a drug SMILES string, predict its activity (active/inactive) in a high-throughput screening assay against a specified biological target.. Dataset: HIV replication inhibition screening data with 41,000+ compounds from the AIDS Antiviral Screen (1) The compound is CCOC(=O)c1cc2c(nc1NCc1ccccc1)C(=O)CCCC2. The result is 0 (inactive). (2) The compound is COC(=O)c1cc(=O)n(C)c2ccc(OC)cc12. The result is 0 (inactive). (3) The drug is CC1=NN(C(=O)CC(=O)Nc2ccccc2)C(=O)C1N=Nc1ccc(S(N)(=O)=O)cc1. The result is 0 (inactive).